Regression. Given a peptide amino acid sequence and an MHC pseudo amino acid sequence, predict their binding affinity value. This is MHC class I binding data. From a dataset of Peptide-MHC class I binding affinity with 185,985 pairs from IEDB/IMGT. (1) The peptide sequence is HPNIEEVAL. The MHC is HLA-A31:01 with pseudo-sequence HLA-A31:01. The binding affinity (normalized) is 0. (2) The binding affinity (normalized) is 0. The peptide sequence is AEQASQEVKNW. The MHC is HLA-A02:06 with pseudo-sequence HLA-A02:06. (3) The peptide sequence is IRNPPMVVF. The MHC is HLA-A26:01 with pseudo-sequence HLA-A26:01. The binding affinity (normalized) is 0.0847. (4) The peptide sequence is KRMMIRYCL. The binding affinity (normalized) is 0.213. The MHC is HLA-B83:01 with pseudo-sequence HLA-B83:01. (5) The peptide sequence is DIPTFNSLNT. The MHC is HLA-A02:03 with pseudo-sequence HLA-A02:03. The binding affinity (normalized) is 0.102. (6) The peptide sequence is TLRRGGRW. The MHC is Mamu-B17 with pseudo-sequence Mamu-B17. The binding affinity (normalized) is 0.423. (7) The peptide sequence is VWAPLILAYFPVF. The MHC is HLA-A02:06 with pseudo-sequence HLA-A02:06. The binding affinity (normalized) is 0.0667.